The task is: Regression. Given two drug SMILES strings and cell line genomic features, predict the synergy score measuring deviation from expected non-interaction effect.. This data is from NCI-60 drug combinations with 297,098 pairs across 59 cell lines. (1) Drug 1: CCN(CC)CCNC(=O)C1=C(NC(=C1C)C=C2C3=C(C=CC(=C3)F)NC2=O)C. Synergy scores: CSS=36.0, Synergy_ZIP=-8.28, Synergy_Bliss=-6.28, Synergy_Loewe=-8.05, Synergy_HSA=-6.58. Cell line: NCI/ADR-RES. Drug 2: N.N.Cl[Pt+2]Cl. (2) Drug 1: C1=CC(=C2C(=C1NCCNCCO)C(=O)C3=C(C=CC(=C3C2=O)O)O)NCCNCCO. Drug 2: COC1=CC(=CC(=C1O)OC)C2C3C(COC3=O)C(C4=CC5=C(C=C24)OCO5)OC6C(C(C7C(O6)COC(O7)C8=CC=CS8)O)O. Cell line: SF-268. Synergy scores: CSS=59.5, Synergy_ZIP=-1.90, Synergy_Bliss=-0.208, Synergy_Loewe=-2.58, Synergy_HSA=5.00. (3) Drug 1: C1CCC(C1)C(CC#N)N2C=C(C=N2)C3=C4C=CNC4=NC=N3. Drug 2: CC12CCC3C(C1CCC2=O)CC(=C)C4=CC(=O)C=CC34C. Cell line: NCI/ADR-RES. Synergy scores: CSS=22.7, Synergy_ZIP=0.497, Synergy_Bliss=0.619, Synergy_Loewe=-21.7, Synergy_HSA=0.437.